Dataset: Catalyst prediction with 721,799 reactions and 888 catalyst types from USPTO. Task: Predict which catalyst facilitates the given reaction. (1) Reactant: O[C:2]1[C:11]2[C:6](=[CH:7][CH:8]=[C:9]([C:12]([F:15])([F:14])[F:13])[CH:10]=2)[N:5]=[C:4]([C:16]#[N:17])[CH:3]=1.C1CN([P+](Br)(N2CCCC2)N2CCCC2)CC1.F[P-](F)(F)(F)(F)F.C(N(CC)CC)C.Cl.[NH2:50][CH2:51][C:52]([O:54][C:55]([CH3:58])([CH3:57])[CH3:56])=[O:53]. Product: [C:16]([C:4]1[CH:3]=[C:2]([NH:50][CH2:51][C:52]([O:54][C:55]([CH3:58])([CH3:57])[CH3:56])=[O:53])[C:11]2[C:6](=[CH:7][CH:8]=[C:9]([C:12]([F:15])([F:14])[F:13])[CH:10]=2)[N:5]=1)#[N:17]. The catalyst class is: 12. (2) Reactant: [C:1]([NH:4][C:5]1[CH:6]=[C:7]2[C:12](=[O:13])[N:11]([CH:14]([C:19]3[CH:24]=[CH:23][C:22]([O:25][CH3:26])=[C:21]([O:27][CH2:28][CH3:29])[CH:20]=3)[CH2:15][C:16](O)=[O:17])[C:9](=[O:10])[C:8]2=[CH:30][CH:31]=1)(=[O:3])[CH3:2].C(N1C=CN=C1)(N1C=CN=C1)=O.Cl.[NH2:45][OH:46]. Product: [C:1]([NH:4][C:5]1[CH:6]=[C:7]2[C:12](=[O:13])[N:11]([CH:14]([C:19]3[CH:24]=[CH:23][C:22]([O:25][CH3:26])=[C:21]([O:27][CH2:28][CH3:29])[CH:20]=3)[CH2:15][C:16]([NH:45][OH:46])=[O:17])[C:9](=[O:10])[C:8]2=[CH:30][CH:31]=1)(=[O:3])[CH3:2]. The catalyst class is: 7. (3) Reactant: [CH3:1][CH:2]([CH2:9][CH2:10][CH2:11][CH:12]([CH3:14])[CH3:13])[CH2:3][CH2:4][Si:5]([Cl:8])([Cl:7])Cl.[CH3:15][CH:16]([CH2:21][CH2:22][CH2:23][CH:24]([CH3:26])[CH3:25])[CH2:17][CH2:18][Mg]Br. Product: [CH3:15][CH:16]([CH2:21][CH2:22][CH2:23][CH:24]([CH3:26])[CH3:25])[CH2:17][CH2:18][Si:5]([CH2:4][CH2:3][CH:2]([CH3:1])[CH2:9][CH2:10][CH2:11][CH:12]([CH3:13])[CH3:14])([Cl:7])[Cl:8]. The catalyst class is: 7.